This data is from Full USPTO retrosynthesis dataset with 1.9M reactions from patents (1976-2016). The task is: Predict the reactants needed to synthesize the given product. (1) Given the product [CH3:11][O:10][C:3]1[C:2]([CH:24]([NH:23][S:21]([C:17]([CH3:20])([CH3:19])[CH3:18])=[O:22])[CH2:25][CH2:26][CH2:27][C:28]([O:30][CH3:31])=[O:29])=[C:7]([O:8][CH3:9])[N:6]=[CH:5][N:4]=1, predict the reactants needed to synthesize it. The reactants are: Br[C:2]1[C:3]([O:10][CH3:11])=[N:4][CH:5]=[N:6][C:7]=1[O:8][CH3:9].[Li]CCCC.[C:17]([S:21]([N:23]=[CH:24][CH2:25][CH2:26][CH2:27][C:28]([O:30][CH3:31])=[O:29])=[O:22])([CH3:20])([CH3:19])[CH3:18].[NH4+].[Cl-]. (2) Given the product [Cl:1][C:2]1[N:7]=[C:6]([Cl:8])[N:5]=[C:4]2[N:9]([CH:14]3[CH2:15][CH2:16][CH2:17][CH2:18][O:13]3)[N:10]=[C:11]([CH3:12])[C:3]=12, predict the reactants needed to synthesize it. The reactants are: [Cl:1][C:2]1[N:7]=[C:6]([Cl:8])[N:5]=[C:4]2[NH:9][N:10]=[C:11]([CH3:12])[C:3]=12.[O:13]1[CH:18]=[CH:17][CH2:16][CH2:15][CH2:14]1.C([O-])(O)=O.[Na+]. (3) Given the product [F:11][C:6]1[CH:5]=[C:4]([C@H:2]([OH:3])[CH3:1])[CH:9]=[CH:8][C:7]=1[F:10], predict the reactants needed to synthesize it. The reactants are: [CH3:1][C:2]([C:4]1[CH:9]=[CH:8][C:7]([F:10])=[C:6]([F:11])[CH:5]=1)=[O:3].CC(C)=O.C(OCC)(=O)C. (4) Given the product [F:1][C:2]1[CH:3]=[CH:4][C:5]([CH2:6][NH:7][C:8]([C:10]2[C:19]([OH:20])=[C:18]3[C:13]([CH:14]=[CH:15][CH:16]=[N:17]3)=[C:12]([CH:21]3[S:27](=[O:39])[CH2:26][CH2:25][NH:24][C:23](=[O:28])[CH2:22]3)[N:11]=2)=[O:9])=[CH:29][CH:30]=1, predict the reactants needed to synthesize it. The reactants are: [F:1][C:2]1[CH:30]=[CH:29][C:5]([CH2:6][NH:7][C:8]([C:10]2[C:19]([OH:20])=[C:18]3[C:13]([CH:14]=[CH:15][CH:16]=[N:17]3)=[C:12]([CH:21]3[S:27][CH2:26][CH2:25][NH:24][C:23](=[O:28])[CH2:22]3)[N:11]=2)=[O:9])=[CH:4][CH:3]=1.ClC1C=CC=C(C(OO)=[O:39])C=1.ClCCl.CS(C)=O. (5) The reactants are: [CH:1](NC(C)C)([CH3:3])[CH3:2].[Li]CCCC.CCCCCC.BrC(C)=C.COCN[C:27]([C:29]1[CH:30]=[C:31]2[C:36](=[CH:37][CH:38]=1)[N:35]=[CH:34][N:33]=[C:32]2[NH:39][C:40]1[CH:45]=[CH:44][C:43]([O:46][CH2:47][C:48]2[CH:53]=[CH:52][CH:51]=[C:50]([F:54])[CH:49]=2)=[C:42]([Cl:55])[CH:41]=1)=[O:28].Cl. Given the product [Cl:55][C:42]1[CH:41]=[C:40]([NH:39][C:32]2[C:31]3[C:36](=[CH:37][CH:38]=[C:29]([C:27](=[O:28])[C:2]#[C:1][CH3:3])[CH:30]=3)[N:35]=[CH:34][N:33]=2)[CH:45]=[CH:44][C:43]=1[O:46][CH2:47][C:48]1[CH:53]=[CH:52][CH:51]=[C:50]([F:54])[CH:49]=1, predict the reactants needed to synthesize it. (6) The reactants are: C(O[CH2:9][CH2:10][CH2:11][CH2:12][C:13]1[C:22]2[C:17](=[CH:18][CH:19]=[CH:20][CH:21]=2)[C:16](=[O:23])[NH:15][N:14]=1)C1C=CC=CC=1.B(Br)(Br)[Br:25]. Given the product [Br:25][CH2:9][CH2:10][CH2:11][CH2:12][C:13]1[C:22]2[C:17](=[CH:18][CH:19]=[CH:20][CH:21]=2)[C:16](=[O:23])[NH:15][N:14]=1, predict the reactants needed to synthesize it. (7) Given the product [CH2:8]([CH:5]([CH2:6][CH3:7])[CH:4]([NH2:1])[C:10]1[N:14]([C:15]2[CH:16]=[CH:17][C:18]([O:21][CH3:22])=[CH:19][CH:20]=2)[N:13]=[CH:12][CH:11]=1)[CH3:9], predict the reactants needed to synthesize it. The reactants are: [N:1]([CH:4]([C:10]1[N:14]([C:15]2[CH:20]=[CH:19][C:18]([O:21][CH3:22])=[CH:17][CH:16]=2)[N:13]=[CH:12][CH:11]=1)[CH:5]([CH2:8][CH3:9])[CH2:6][CH3:7])=[N+]=[N-]. (8) Given the product [CH2:17]([NH:21][C:2]1[CH:3]=[C:4]([NH:8][C:9]2[CH:14]=[CH:13][C:12]([O:15][CH3:16])=[CH:11][CH:10]=2)[N:5]=[CH:6][N:7]=1)[CH2:18][CH2:19][CH3:20], predict the reactants needed to synthesize it. The reactants are: Cl[C:2]1[N:7]=[CH:6][N:5]=[C:4]([NH:8][C:9]2[CH:14]=[CH:13][C:12]([O:15][CH3:16])=[CH:11][CH:10]=2)[CH:3]=1.[CH2:17]([NH2:21])[CH2:18][CH2:19][CH3:20].CCN(C(C)C)C(C)C. (9) Given the product [CH2:1]([O:8][C:9]1[CH:14]=[CH:13][N:12]2[N:15]=[C:16]([CH3:34])[C:17]([C:18]3[S:19][C:20]([C:29]4[N:33]=[CH:32][N:31]([CH:36]5[CH2:37][CH2:38][CH2:39][CH2:40][O:35]5)[N:30]=4)=[C:21]([C:23]4[CH:28]=[CH:27][CH:26]=[CH:25][CH:24]=4)[N:22]=3)=[C:11]2[CH:10]=1)[C:2]1[CH:7]=[CH:6][CH:5]=[CH:4][CH:3]=1, predict the reactants needed to synthesize it. The reactants are: [CH2:1]([O:8][C:9]1[CH:14]=[CH:13][N:12]2[N:15]=[C:16]([CH3:34])[C:17]([C:18]3[S:19][C:20]([C:29]4[NH:33][CH:32]=[N:31][N:30]=4)=[C:21]([C:23]4[CH:28]=[CH:27][CH:26]=[CH:25][CH:24]=4)[N:22]=3)=[C:11]2[CH:10]=1)[C:2]1[CH:7]=[CH:6][CH:5]=[CH:4][CH:3]=1.[O:35]1[CH:40]=[CH:39][CH2:38][CH2:37][CH2:36]1.O.C1(C)C=CC(S(O)(=O)=O)=CC=1. (10) Given the product [CH3:1][NH:2][C:3]([NH:8][CH2:9][CH2:10][S:11][CH2:12][C:13]1[O:17][C:16]([CH2:18][N:19]([CH3:20])[CH3:21])=[CH:15][CH:14]=1)=[CH:4][N+:5]([O-:7])=[O:6].[ClH:28], predict the reactants needed to synthesize it. The reactants are: [CH3:1][NH:2]/[C:3](/[NH:8][CH2:9][CH2:10][S:11][CH2:12][C:13]1[O:17][C:16]([CH2:18][N:19]([CH3:21])[CH3:20])=[CH:15][CH:14]=1)=[CH:4]\[N+:5]([O-:7])=[O:6].C(O)(CC)(C)C.[ClH:28].C(O)(C)C.